This data is from Full USPTO retrosynthesis dataset with 1.9M reactions from patents (1976-2016). The task is: Predict the reactants needed to synthesize the given product. (1) Given the product [C:13]1([CH2:26][O:27][C:28]([NH:7][C@H:6]([C:8]([OH:10])=[O:9])[CH2:5][S:4][CH2:3][CH:2]([OH:1])[CH2:11][OH:12])=[O:29])[C:25]2[CH2:24][C:23]3[C:18](=[CH:19][CH:20]=[CH:21][CH:22]=3)[C:17]=2[CH:16]=[CH:15][CH:14]=1, predict the reactants needed to synthesize it. The reactants are: [OH:1][CH:2]([CH2:11][OH:12])[CH2:3][S:4][CH2:5][C@@H:6]([C:8]([OH:10])=[O:9])[NH2:7].[C:13]1([CH2:26][O:27][C:28](C2CC(=O)N(O)C2=O)=[O:29])[C:25]2[CH2:24][C:23]3[C:18](=[CH:19][CH:20]=[CH:21][CH:22]=3)[C:17]=2[CH:16]=[CH:15][CH:14]=1. (2) Given the product [Br:1][C:2]1[CH:11]=[CH:10][C:9]2[N:8]=[CH:7][C:6]3[N:12]=[C:13]([CH:15]4[CH2:17][CH2:16]4)[S:20][C:5]=3[C:4]=2[CH:3]=1, predict the reactants needed to synthesize it. The reactants are: [Br:1][C:2]1[CH:3]=[C:4]2[C:9](=[CH:10][CH:11]=1)[N:8]=[CH:7][C:6]([NH:12][C:13]([CH:15]1[CH2:17][CH2:16]1)=O)=[C:5]2O.P12(SP3(SP(SP(S3)(S1)=S)(=S)S2)=S)=[S:20].